Dataset: Forward reaction prediction with 1.9M reactions from USPTO patents (1976-2016). Task: Predict the product of the given reaction. (1) The product is: [CH3:12][C:13]1[CH:18]=[CH:17][C:16]([S:19]([O:7][CH2:6][C@@H:5]([O:8][CH3:9])[C:4]([F:11])([F:10])[F:3])(=[O:21])=[O:20])=[CH:15][CH:14]=1. Given the reactants [H-].[Na+].[F:3][C:4]([F:11])([F:10])[C@H:5]([O:8][CH3:9])[CH2:6][OH:7].[CH3:12][C:13]1[CH:18]=[CH:17][C:16]([S:19](Cl)(=[O:21])=[O:20])=[CH:15][CH:14]=1, predict the reaction product. (2) The product is: [Cl:18][C:15]1[CH:16]=[CH:17][C:12]([CH2:11][CH:8]2[CH2:9][CH2:10][C:6]3([CH2:4][CH2:5]3)[C:7]2=[O:19])=[CH:13][CH:14]=1. Given the reactants [H-].[Na+].Br[CH2:4][CH2:5][CH:6]1[CH2:10][CH2:9][CH:8]([CH2:11][C:12]2[CH:17]=[CH:16][C:15]([Cl:18])=[CH:14][CH:13]=2)[C:7]1=[O:19].O, predict the reaction product.